Task: Predict the reaction yield, written as a fraction of the theoretical maximum amount of product (1.0 means a 100% yield; for example, 0.34 means a 34% yield).. Dataset: Reaction yield outcomes from USPTO patents with 853,638 reactions (1) The reactants are Br[C:2]1[CH:6]=[CH:5][S:4][CH:3]=1.[CH3:7][NH:8][CH:9]=[O:10]. The catalyst is [Cu]I. The product is [CH3:7][N:8]([C:2]1[CH:6]=[CH:5][S:4][CH:3]=1)[CH:9]=[O:10]. The yield is 0.810. (2) The reactants are IC1C2C(=CC(C(F)(F)F)=CC=2)NC=1.[F:15][C:16]1[CH:24]=[C:23]2[C:19]([C:20]([C:25]3[CH:26]=[N:27][N:28]([CH2:30][CH2:31][C:32]([OH:34])=O)[CH:29]=3)=[CH:21][NH:22]2)=[CH:18][CH:17]=1.[CH3:35][N:36]([CH3:40])[CH2:37][CH2:38][NH2:39]. No catalyst specified. The product is [CH3:35][N:36]([CH3:40])[CH2:37][CH2:38][NH:39][C:32](=[O:34])[CH2:31][CH2:30][N:28]1[CH:29]=[C:25]([C:20]2[C:19]3[C:23](=[CH:24][C:16]([F:15])=[CH:17][CH:18]=3)[NH:22][CH:21]=2)[CH:26]=[N:27]1. The yield is 0.150. (3) The catalyst is C1COCC1. The yield is 0.660. The reactants are CCCC[N+](CCCC)(CCCC)CCCC.[F-].[C:19]([O:23][C:24](=[O:45])[N:25]([CH2:28][C:29]1[CH:34]=[CH:33][C:32]([Cl:35])=[C:31]([C:36](C)(C)[O:37][SiH2]C(C)(C)C)[CH:30]=1)[CH2:26][CH3:27])([CH3:22])([CH3:21])[CH3:20].CCOC(C)=O. The product is [C:19]([O:23][C:24](=[O:45])[N:25]([CH2:28][C:29]1[CH:34]=[CH:33][C:32]([Cl:35])=[C:31]([CH2:36][OH:37])[CH:30]=1)[CH2:26][CH3:27])([CH3:20])([CH3:21])[CH3:22]. (4) The reactants are Br[C:2]1[N:6]2[C:7](=[O:22])[CH:8]=[C:9]([CH2:11][N:12]3[C:16]([Cl:17])=[CH:15][C:14]([C:18]([F:21])([F:20])[F:19])=[N:13]3)[N:10]=[C:5]2[S:4][C:3]=1[C:23]([F:26])([F:25])[F:24].C(=O)([O-])[O-].[Na+].[Na+].[K].FB(F)(F)[CH:36]1[CH2:38][CH:37]1[C:39]#[N:40]. The catalyst is O1CCOCC1.O. The product is [Cl:17][C:16]1[N:12]([CH2:11][C:9]2[N:10]=[C:5]3[S:4][C:3]([C:23]([F:26])([F:25])[F:24])=[C:2]([CH:36]4[CH2:38][CH:37]4[C:39]#[N:40])[N:6]3[C:7](=[O:22])[CH:8]=2)[N:13]=[C:14]([C:18]([F:21])([F:20])[F:19])[CH:15]=1. The yield is 0.460. (5) The reactants are [OH-].[Li+].[CH:3]1([C:9]2[C:10]3[CH:11]=[CH:12][C:13]([C:32]([O:34][CH3:35])=[O:33])=[CH:14][C:15]=3[N:16]3[CH2:22][C:21]([C:24]([O:26]C)=[O:25])([CH3:23])[CH2:20][C:19]4[CH:28]=[CH:29][CH:30]=[CH:31][C:18]=4[C:17]=23)[CH2:8][CH2:7][CH2:6][CH2:5][CH2:4]1.Cl. The catalyst is CO.O1CCCC1. The product is [CH:3]1([C:9]2[C:10]3[CH:11]=[CH:12][C:13]([C:32]([O:34][CH3:35])=[O:33])=[CH:14][C:15]=3[N:16]3[CH2:22][C:21]([C:24]([OH:26])=[O:25])([CH3:23])[CH2:20][C:19]4[CH:28]=[CH:29][CH:30]=[CH:31][C:18]=4[C:17]=23)[CH2:8][CH2:7][CH2:6][CH2:5][CH2:4]1. The yield is 0.340. (6) The yield is 0.125. The reactants are [NH2:1][C@H:2]([C:6]([OH:8])=[O:7])[CH:3]([CH3:5])[CH3:4].[O:9]1[CH:13]=[CH:12][CH:11]=[C:10]1[C:14]1[O:18][C:17](=[O:19])[C:16]2([CH2:24][CH2:23][CH2:22][CH2:21][CH2:20]2)[N:15]=1. The product is [O:9]1[CH:13]=[CH:12][CH:11]=[C:10]1[C:14]([NH:15][C:16]1([C:17]([NH:1][C@H:2]([C:6]([OH:8])=[O:7])[CH:3]([CH3:5])[CH3:4])=[O:19])[CH2:24][CH2:23][CH2:22][CH2:21][CH2:20]1)=[O:18]. The catalyst is CN1CCOCC1. (7) The reactants are CO[C:3](=[O:20])[C:4]([OH:19])=[CH:5][C:6](=[O:18])[N:7]([CH2:10][C:11]1[CH:16]=[CH:15][C:14]([Cl:17])=[CH:13][CH:12]=1)[O:8][CH3:9].C=O.CN.ClC1C=C(C=CC=1Cl)[CH2:29][N:30](C)[C:31](C1CN(C)C(=O)C=1O)=O. No catalyst specified. The product is [Cl:17][C:14]1[CH:13]=[CH:12][C:11]([CH2:10][N:7]([O:8][CH3:9])[C:6]([C:5]2[CH2:29][N:30]([CH3:31])[C:3](=[O:20])[C:4]=2[OH:19])=[O:18])=[CH:16][CH:15]=1. The yield is 0.690.